Task: Predict which catalyst facilitates the given reaction.. Dataset: Catalyst prediction with 721,799 reactions and 888 catalyst types from USPTO (1) Reactant: [C:1]([C:5]1[CH:6]=[CH:7][C:8]([O:15][C:16]2[C:25]3[C:20](=[CH:21][C:22]([O:28][CH3:29])=[C:23]([O:26][CH3:27])[CH:24]=3)[N:19]=[CH:18][CH:17]=2)=[C:9]([CH:11]([OH:14])[CH2:12][CH3:13])[CH:10]=1)([CH3:4])([CH3:3])[CH3:2].O. Product: [C:1]([C:5]1[CH:6]=[CH:7][C:8]([O:15][C:16]2[C:25]3[C:20](=[CH:21][C:22]([O:28][CH3:29])=[C:23]([O:26][CH3:27])[CH:24]=3)[N:19]=[CH:18][CH:17]=2)=[C:9]([C:11](=[O:14])[CH2:12][CH3:13])[CH:10]=1)([CH3:2])([CH3:3])[CH3:4]. The catalyst class is: 16. (2) Reactant: C[O:2][C:3](=[O:14])[C:4]1[CH:9]=[C:8]([N+:10]([O-:12])=[O:11])[CH:7]=[C:6]([Cl:13])[CH:5]=1.[OH-].[Na+]. Product: [Cl:13][C:6]1[CH:5]=[C:4]([CH:9]=[C:8]([N+:10]([O-:12])=[O:11])[CH:7]=1)[C:3]([OH:14])=[O:2]. The catalyst class is: 24. (3) Reactant: Br[C:2]1[CH:3]=[C:4]2[C:13](=[CH:14][CH:15]=1)[C:12]1[N:8]([CH:9]=[C:10]([C:16]3[N:20]([CH:21]([CH3:23])[CH3:22])[N:19]=[CH:18][N:17]=3)[N:11]=1)[CH2:7][CH2:6][O:5]2.CC1(C)C2[C:46](=C(P(C3C=CC=CC=3)C3C=CC=CC=3)C=CC=2)[O:45][C:27]2C(P(C3C=CC=CC=3)C3C=CC=CC=3)=CC=CC1=2.C[OH:67]. Product: [CH3:22][CH:21]([N:20]1[C:16]([C:10]2[N:11]=[C:12]3[N:8]([CH:9]=2)[CH2:7][CH2:6][O:5][C:4]2[C:13]3=[CH:14][C:15]([C:27]([O:45][CH3:46])=[O:67])=[CH:2][CH:3]=2)=[N:17][CH:18]=[N:19]1)[CH3:23]. The catalyst class is: 318. (4) Product: [CH3:19][S:20][CH:16]1[C:3]2[C:2](=[CH:10][CH:9]=[C:5]3[C:4]=2[S:8][CH:7]=[N:6]3)[NH:1][C:13]1=[O:12]. The catalyst class is: 410. Reactant: [NH2:1][C:2]1[CH:10]=[CH:9][C:5]2[N:6]=[CH:7][S:8][C:4]=2[CH:3]=1.Cl[O:12][C:13]([CH3:16])(C)C.CC[C:19](OCC)=[S:20].C(N(CC)CC)C.